From a dataset of Full USPTO retrosynthesis dataset with 1.9M reactions from patents (1976-2016). Predict the reactants needed to synthesize the given product. Given the product [Cl:1][C:2]1[C:3]([CH3:18])=[C:4]([NH:10][C@H:11]([C@H:15]([OH:17])[CH3:16])[C:12]([NH:28][NH:27][C:25](=[O:26])[C:24]2[CH:23]=[CH:22][C:21]([C:19]#[N:20])=[CH:30][CH:29]=2)=[O:14])[CH:5]=[CH:6][C:7]=1[C:8]#[N:9], predict the reactants needed to synthesize it. The reactants are: [Cl:1][C:2]1[C:3]([CH3:18])=[C:4]([NH:10][C@H:11]([C@H:15]([OH:17])[CH3:16])[C:12]([OH:14])=O)[CH:5]=[CH:6][C:7]=1[C:8]#[N:9].[C:19]([C:21]1[CH:30]=[CH:29][C:24]([C:25]([NH:27][NH2:28])=[O:26])=[CH:23][CH:22]=1)#[N:20].